From a dataset of Catalyst prediction with 721,799 reactions and 888 catalyst types from USPTO. Predict which catalyst facilitates the given reaction. Reactant: Cl[C:2]1[C:7]([CH:8]=O)=[C:6]([NH:10][C:11]2[CH:15]=[C:14]([CH3:16])[NH:13][N:12]=2)[N:5]=[C:4]([S:17][CH3:18])[N:3]=1.CCN(C(C)C)C(C)C.C(O)(=O)C(O)=O.[CH2:34]([NH:36][NH2:37])[CH3:35]. Product: [CH2:34]([N:36]1[C:2]2=[N:3][C:4]([S:17][CH3:18])=[N:5][C:6]([NH:10][C:11]3[CH:15]=[C:14]([CH3:16])[NH:13][N:12]=3)=[C:7]2[CH:8]=[N:37]1)[CH3:35]. The catalyst class is: 12.